The task is: Predict which catalyst facilitates the given reaction.. This data is from Catalyst prediction with 721,799 reactions and 888 catalyst types from USPTO. (1) Reactant: [H-].[Na+].[OH:3][CH:4]1[CH2:9][CH2:8][N:7]([C:10]([O:12][C:13]([CH3:16])([CH3:15])[CH3:14])=[O:11])[CH2:6][CH2:5]1.F[C:18]1[CH:23]=[CH:22][C:21]([I:24])=[CH:20][CH:19]=1. Product: [I:24][C:21]1[CH:22]=[CH:23][C:18]([O:3][CH:4]2[CH2:5][CH2:6][N:7]([C:10]([O:12][C:13]([CH3:16])([CH3:15])[CH3:14])=[O:11])[CH2:8][CH2:9]2)=[CH:19][CH:20]=1. The catalyst class is: 60. (2) Reactant: [OH:1][C:2]1[CH:3]=[C:4]([CH3:10])[C:5](C#N)=[N:6][CH:7]=1.[C:11](=[O:14])([O-])[O-:12].[Cs+].[Cs+].FC(F)(F)S(O[CH2:23][C:24]([F:27])([F:26])[F:25])(=O)=O. Product: [CH3:10][C:4]1[C:5]([C:11]([OH:12])=[O:14])=[N:6][CH:7]=[C:2]([O:1][CH2:23][C:24]([F:27])([F:26])[F:25])[CH:3]=1. The catalyst class is: 303. (3) Reactant: [CH2:1]([O:4][CH2:5][CH2:6][CH2:7][C@H:8]([NH:15][C:16]([O:18][C:19]([CH3:22])([CH3:21])[CH3:20])=[O:17])[C:9]([O:11]C(C)C)=[O:10])[CH:2]=[CH2:3].O.[OH-].[Li+]. Product: [CH2:1]([O:4][CH2:5][CH2:6][CH2:7][C@H:8]([NH:15][C:16]([O:18][C:19]([CH3:22])([CH3:21])[CH3:20])=[O:17])[C:9]([OH:11])=[O:10])[CH:2]=[CH2:3]. The catalyst class is: 731. (4) Reactant: [NH2:1][C:2]1[CH:3]=[C:4]([CH:17]=[CH:18][C:19]=1[F:20])[CH2:5][C:6]1[C:15]2[C:10](=[CH:11][CH:12]=[CH:13][CH:14]=2)[C:9](=[O:16])[NH:8][N:7]=1.C(N(CC)CC)C.Cl[C:29](Cl)([O:31]C(=O)OC(Cl)(Cl)Cl)Cl. Product: [F:20][C:19]1[CH:18]=[CH:17][C:4]([CH2:5][C:6]2[C:15]3[C:10](=[CH:11][CH:12]=[CH:13][CH:14]=3)[C:9](=[O:16])[NH:8][N:7]=2)=[CH:3][C:2]=1[N:1]=[C:29]=[O:31]. The catalyst class is: 2. (5) Reactant: [CH3:1][CH2:2][CH2:3][CH:4]([OH:8])[CH2:5][CH2:6][CH3:7].C(N(CC)CC)C.[CH3:16][S:17](Cl)(=[O:19])=[O:18]. Product: [CH3:16][S:17]([O:8][CH:4]([CH2:5][CH2:6][CH3:7])[CH2:3][CH2:2][CH3:1])(=[O:19])=[O:18]. The catalyst class is: 2. (6) Reactant: Cl.Cl.[CH2:3]([N:10]1[CH2:18][CH2:17][C:13]2([CH2:16][NH:15][CH2:14]2)[CH2:12][CH2:11]1)[C:4]1[CH:9]=[CH:8][CH:7]=[CH:6][CH:5]=1.[F:19][C:20]1[CH:25]=[CH:24][C:23]([C:26]2([C:36]3[CH:41]=[CH:40][C:39]([F:42])=[CH:38][CH:37]=3)[CH2:30][CH2:29][N:28]([CH2:31][C:32](O)=[O:33])[C:27]2=[O:35])=[CH:22][CH:21]=1.C(N=C=NCCCN(C)C)C.CN1CCOCC1. Product: [CH2:3]([N:10]1[CH2:11][CH2:12][C:13]2([CH2:16][N:15]([C:32](=[O:33])[CH2:31][N:28]3[CH2:29][CH2:30][C:26]([C:23]4[CH:24]=[CH:25][C:20]([F:19])=[CH:21][CH:22]=4)([C:36]4[CH:37]=[CH:38][C:39]([F:42])=[CH:40][CH:41]=4)[C:27]3=[O:35])[CH2:14]2)[CH2:17][CH2:18]1)[C:4]1[CH:5]=[CH:6][CH:7]=[CH:8][CH:9]=1. The catalyst class is: 4. (7) Reactant: [CH2:1]([N:3]1[CH2:8][CH2:7][N:6]([C:9]2[C:18]3[C:13](=[CH:14][CH:15]=[CH:16][CH:17]=3)[CH:12]=[C:11]([C:19]3[CH:24]=[CH:23][C:22]([O:25]CC4C=CC=CC=4)=[C:21]([F:33])[CH:20]=3)[N:10]=2)[CH2:5][CH2:4]1)[CH3:2].Cl. Product: [CH2:1]([N:3]1[CH2:8][CH2:7][N:6]([C:9]2[C:18]3[C:13](=[CH:14][CH:15]=[CH:16][CH:17]=3)[CH:12]=[C:11]([C:19]3[CH:24]=[CH:23][C:22]([OH:25])=[C:21]([F:33])[CH:20]=3)[N:10]=2)[CH2:5][CH2:4]1)[CH3:2]. The catalyst class is: 19. (8) Reactant: [Cl:1][CH2:2][CH2:3][CH2:4][CH2:5][C:6]([NH:8][C:9]1[CH:10]=[N:11][C:12]2[C:17]([C:18]=1Cl)=[CH:16][CH:15]=[CH:14][CH:13]=2)=O.Cl.C([O:28][NH2:29])C1C=CC=CC=1. Product: [Cl:1][CH2:2][CH2:3][CH2:4][CH2:5][C:6]1[N:29]([OH:28])[C:18]2[C:17]3[CH:16]=[CH:15][CH:14]=[CH:13][C:12]=3[N:11]=[CH:10][C:9]=2[N:8]=1. The catalyst class is: 32. (9) The catalyst class is: 59. Product: [C:17]([NH:20][C:21]1[CH:22]=[CH:23][C:24]([S:27]([C:30]2[CH:36]=[CH:35][C:33]([NH:34][C:9](=[O:10])[C@:8]([OH:7])([CH3:16])[C:12]([F:15])([F:14])[F:13])=[C:32]([Cl:37])[CH:31]=2)(=[O:29])=[O:28])=[CH:25][CH:26]=1)(=[O:19])[CH3:18]. Reactant: C(Cl)(=O)C(Cl)=O.[OH:7][C@@:8]([CH3:16])([C:12]([F:15])([F:14])[F:13])[C:9](O)=[O:10].[C:17]([NH:20][C:21]1[CH:26]=[CH:25][C:24]([S:27]([C:30]2[CH:36]=[CH:35][C:33]([NH2:34])=[C:32]([Cl:37])[CH:31]=2)(=[O:29])=[O:28])=[CH:23][CH:22]=1)(=[O:19])[CH3:18].CCOCC. (10) Reactant: [H-].[H-].[H-].[H-].[Li+].[Al+3].[CH2:7]([NH:15][CH:16]=O)[CH2:8][C:9]1[CH:14]=[CH:13][CH:12]=[CH:11][CH:10]=1. Product: [CH3:16][NH:15][CH2:7][CH2:8][C:9]1[CH:14]=[CH:13][CH:12]=[CH:11][CH:10]=1. The catalyst class is: 7.